This data is from Forward reaction prediction with 1.9M reactions from USPTO patents (1976-2016). The task is: Predict the product of the given reaction. (1) Given the reactants [I:1][C:2]1[CH:3]=[C:4]([CH:8]=[CH:9][CH:10]=1)[C:5](O)=[O:6].C(Cl)(=O)C(Cl)=O.C(OC(C)(C)C)(=O)[NH:18][NH2:19].FC(F)(F)C(O)=O, predict the reaction product. The product is: [I:1][C:2]1[CH:3]=[C:4]([CH:8]=[CH:9][CH:10]=1)[C:5]([NH:18][NH2:19])=[O:6]. (2) Given the reactants [CH:1]([O:4][C:5](=[O:41])[C@@H:6]([N:8]=[P:9]([O:11][C:12]1[C:21]2[C:16](=[CH:17][CH:18]=[CH:19][CH:20]=2)[CH:15]=[CH:14][C:13]=1[O:22][CH2:23][C@:24]1([F:40])[C@@H:28]([OH:29])[C@:27]([F:31])([CH3:30])[C@H:26]([N:32]2[CH:37]=[CH:36][C:35](=[O:38])[NH:34][C:33]2=[O:39])[O:25]1)=[O:10])[CH3:7])([CH3:3])[CH3:2].[C:42](Cl)(=[O:45])[CH2:43][CH3:44], predict the reaction product. The product is: [CH:1]([O:4][C:5](=[O:41])[C@@H:6]([N:8]=[P:9]([O:11][C:12]1[C:21]2[C:16](=[CH:17][CH:18]=[CH:19][CH:20]=2)[CH:15]=[CH:14][C:13]=1[O:22][CH2:23][C@:24]1([F:40])[C@@H:28]([O:29][C:42](=[O:45])[CH2:43][CH3:44])[C@:27]([F:31])([CH3:30])[C@H:26]([N:32]2[CH:37]=[CH:36][C:35](=[O:38])[NH:34][C:33]2=[O:39])[O:25]1)=[O:10])[CH3:7])([CH3:2])[CH3:3]. (3) Given the reactants [Cl:1][C:2]1[CH:7]=[CH:6][CH:5]=[CH:4][C:3]=1[C:8]1[C:14]2[CH:15]=[C:16]([C:21]#[N:22])[C:17]([O:19]C)=[CH:18][C:13]=2[NH:12][C:11](=[O:23])[CH2:10][N:9]=1.[Cl-].[Cl-].[Cl-].[Al+3], predict the reaction product. The product is: [Cl:1][C:2]1[CH:7]=[CH:6][CH:5]=[CH:4][C:3]=1[C:8]1[C:14]2[CH:15]=[C:16]([C:21]#[N:22])[C:17]([OH:19])=[CH:18][C:13]=2[NH:12][C:11](=[O:23])[CH2:10][N:9]=1.